Task: Predict the product of the given reaction.. Dataset: Forward reaction prediction with 1.9M reactions from USPTO patents (1976-2016) (1) Given the reactants [F:1][C:2]1[CH:7]=[CH:6][C:5]([CH:8](S(C2C=CC(C)=CC=2)(=O)=O)[NH:9][C:10](=[O:15])[C:11]([CH3:14])([CH3:13])[CH3:12])=[CH:4][CH:3]=1.[N:26]1[CH:31]=[CH:30][C:29]([CH:32]=[O:33])=[CH:28][CH:27]=1, predict the reaction product. The product is: [F:1][C:2]1[CH:3]=[CH:4][C:5]([CH:8]([NH:9][C:10](=[O:15])[C:11]([CH3:12])([CH3:13])[CH3:14])[C:32](=[O:33])[C:29]2[CH:30]=[CH:31][N:26]=[CH:27][CH:28]=2)=[CH:6][CH:7]=1. (2) Given the reactants [F:1][C:2]1[CH:7]=[CH:6][C:5]([CH2:8][C:9]2[CH:18]=[C:17]3[C:12]([C:13]([OH:34])=[C:14]([C:29](OCC)=[O:30])[C:15](=[O:28])[N:16]3[CH2:19][CH2:20][N:21]3[CH2:26][CH2:25][CH2:24][CH2:23][C:22]3=[O:27])=[N:11][CH:10]=2)=[CH:4][CH:3]=1.[NH2:35][CH2:36][CH:37]([OH:39])[CH3:38], predict the reaction product. The product is: [F:1][C:2]1[CH:7]=[CH:6][C:5]([CH2:8][C:9]2[CH:18]=[C:17]3[C:12]([C:13]([OH:34])=[C:14]([C:29]([NH:35][CH2:36][CH:37]([OH:39])[CH3:38])=[O:30])[C:15](=[O:28])[N:16]3[CH2:19][CH2:20][N:21]3[CH2:26][CH2:25][CH2:24][CH2:23][C:22]3=[O:27])=[N:11][CH:10]=2)=[CH:4][CH:3]=1. (3) Given the reactants [Si]([O:18][C:19]1[CH:57]=[CH:56][C:22]([O:23][CH2:24][C@@H:25]([OH:55])[CH2:26][NH:27][CH2:28][CH2:29][O:30][C:31]2[CH:54]=[CH:53][C:34]([NH:35][CH:36]3[CH2:41][CH2:40][N:39]([C:42]([NH:44][CH2:45][C:46]4[CH:51]=[CH:50][C:49]([F:52])=[CH:48][CH:47]=4)=[O:43])[CH2:38][CH2:37]3)=[CH:33][CH:32]=2)=[CH:21][CH:20]=1)(C(C)(C)C)(C1C=CC=CC=1)C1C=CC=CC=1, predict the reaction product. The product is: [F:52][C:49]1[CH:48]=[CH:47][C:46]([CH2:45][NH:44][C:42]([N:39]2[CH2:38][CH2:37][CH:36]([NH:35][C:34]3[CH:33]=[CH:32][C:31]([O:30][CH2:29][CH2:28][NH:27][CH2:26][C@H:25]([OH:55])[CH2:24][O:23][C:22]4[CH:21]=[CH:20][C:19]([OH:18])=[CH:57][CH:56]=4)=[CH:54][CH:53]=3)[CH2:41][CH2:40]2)=[O:43])=[CH:51][CH:50]=1. (4) The product is: [CH2:19]([O:21][C:22](=[O:27])[CH2:23][NH:24][C:25]([N:16]1[CH2:17][CH2:18][N:13]([C:6]2[C:5]3[C:10](=[CH:11][C:2]([Cl:1])=[CH:3][CH:4]=3)[N:9]=[C:8]([NH2:12])[CH:7]=2)[CH2:14][CH2:15]1)=[O:26])[CH3:20]. Given the reactants [Cl:1][C:2]1[CH:11]=[C:10]2[C:5]([C:6]([N:13]3[CH2:18][CH2:17][NH:16][CH2:15][CH2:14]3)=[CH:7][C:8]([NH2:12])=[N:9]2)=[CH:4][CH:3]=1.[CH2:19]([O:21][C:22](=[O:27])[CH2:23][N:24]=[C:25]=[O:26])[CH3:20].C(N(C(C)C)CC)(C)C, predict the reaction product. (5) Given the reactants [N+]([C:4]1[CH:11]=[CH:10][CH:9]=[C:8]([N+:12]([O-:14])=[O:13])[C:5]=1[C:6]#[N:7])([O-])=O.[CH:15]1([CH2:19][OH:20])[CH2:18][CH2:17][CH2:16]1, predict the reaction product. The product is: [N+:12]([C:8]1[CH:9]=[CH:10][CH:11]=[C:4]([O:20][CH2:19][CH:15]2[CH2:18][CH2:17][CH2:16]2)[C:5]=1[C:6]#[N:7])([O-:14])=[O:13]. (6) Given the reactants [NH2:1][C:2]1[CH:13]=[CH:12][CH:11]=[CH:10][C:3]=1[C:4]([NH:6][CH2:7][C:8]#[CH:9])=[O:5].CN(C)C=O.C(=O)([O-])[O-].[K+].[K+].[Cl:25][C:26]1[N:31]=[C:30](Cl)[C:29]([Cl:33])=[CH:28][N:27]=1, predict the reaction product. The product is: [Cl:25][C:26]1[N:31]=[C:30]([NH:1][C:2]2[CH:13]=[CH:12][CH:11]=[CH:10][C:3]=2[C:4]([NH:6][CH2:7][C:8]#[CH:9])=[O:5])[C:29]([Cl:33])=[CH:28][N:27]=1.